Dataset: Forward reaction prediction with 1.9M reactions from USPTO patents (1976-2016). Task: Predict the product of the given reaction. Given the reactants I[C:2]1[CH:7]=[CH:6][N:5]=[CH:4][CH:3]=1.[CH3:8][N:9]1[CH2:14][CH2:13][NH:12][C:11](=[O:15])[CH2:10]1.[O-]P([O-])([O-])=O.[K+].[K+].[K+].N[C@@H]1CCCC[C@H]1N, predict the reaction product. The product is: [N:5]1[CH:6]=[CH:7][C:2]([N:12]2[CH2:13][CH2:14][N:9]([CH3:8])[CH2:10][C:11]2=[O:15])=[CH:3][CH:4]=1.